Dataset: Forward reaction prediction with 1.9M reactions from USPTO patents (1976-2016). Task: Predict the product of the given reaction. (1) Given the reactants [C:1]([CH2:3][CH2:4][N:5]([CH3:15])[C:6]1[S:7][CH:8]=[C:9]([C:11](OC)=[O:12])[N:10]=1)#[N:2].[BH4-].[Na+].[Cl-].[Ca+2].[Cl-], predict the reaction product. The product is: [OH:12][CH2:11][C:9]1[N:10]=[C:6]([N:5]([CH3:15])[CH2:4][CH2:3][C:1]#[N:2])[S:7][CH:8]=1. (2) Given the reactants Br[C:2]1[CH:7]=[C:6]([CH2:8][CH2:9][O:10][CH3:11])[CH:5]=[CH:4][CH:3]=1.[CH3:12][C:13]1([CH3:29])[C:17]([CH3:19])([CH3:18])[O:16][B:15]([B:15]2[O:16][C:17]([CH3:19])([CH3:18])[C:13]([CH3:29])([CH3:12])[O:14]2)[O:14]1.C([O-])(=O)C.[K+].O, predict the reaction product. The product is: [CH3:11][O:10][CH2:9][CH2:8][C:6]1[CH:5]=[CH:4][C:3]([B:15]2[O:16][C:17]([CH3:19])([CH3:18])[C:13]([CH3:29])([CH3:12])[O:14]2)=[CH:2][CH:7]=1.